From a dataset of Catalyst prediction with 721,799 reactions and 888 catalyst types from USPTO. Predict which catalyst facilitates the given reaction. (1) Reactant: [O:1]=[C:2]1[CH:7]=[CH:6][N:5]([C:8]2[CH:13]=[CH:12][CH:11]=[C:10]([C:14]([F:17])([F:16])[F:15])[CH:9]=2)[N:4]=[C:3]1[C:18](OC)=[O:19].CC(C[AlH]CC(C)C)C. Product: [OH:19][CH2:18][C:3]1[C:2](=[O:1])[CH:7]=[CH:6][N:5]([C:8]2[CH:13]=[CH:12][CH:11]=[C:10]([C:14]([F:17])([F:16])[F:15])[CH:9]=2)[N:4]=1. The catalyst class is: 295. (2) Reactant: [NH2:1][C:2]1[S:6][C:5]2[CH2:7][CH2:8][CH2:9][CH2:10][C:4]=2[C:3]=1[C:11]([O:13][CH2:14][CH3:15])=[O:12].[C:16]1([S:22](Cl)(=[O:24])=[O:23])[CH:21]=[CH:20][CH:19]=[CH:18][CH:17]=1. Product: [C:16]1([S:22]([NH:1][C:2]2[S:6][C:5]3[CH2:7][CH2:8][CH2:9][CH2:10][C:4]=3[C:3]=2[C:11]([O:13][CH2:14][CH3:15])=[O:12])(=[O:24])=[O:23])[CH:21]=[CH:20][CH:19]=[CH:18][CH:17]=1. The catalyst class is: 228. (3) Reactant: [Cl-].O[NH3+:3].[C:4](=[O:7])([O-])[OH:5].[Na+].CS(C)=O.[CH3:13][C:14]1[CH:47]=[C:17]2[N:18]([CH:41]3[CH2:46][CH2:45][O:44][CH2:43][CH2:42]3)[C:19](=[O:40])[C:20]([CH2:25][C:26]3[CH:31]=[CH:30][C:29]([C:32]4[C:33]([C:38]#[N:39])=[CH:34][CH:35]=[CH:36][CH:37]=4)=[CH:28][CH:27]=3)=[C:21]([CH2:22][CH2:23][CH3:24])[N:16]2[N:15]=1. Product: [CH3:13][C:14]1[CH:47]=[C:17]2[N:18]([CH:41]3[CH2:42][CH2:43][O:44][CH2:45][CH2:46]3)[C:19](=[O:40])[C:20]([CH2:25][C:26]3[CH:27]=[CH:28][C:29]([C:32]4[CH:37]=[CH:36][CH:35]=[CH:34][C:33]=4[C:38]4[NH:3][C:4](=[O:7])[O:5][N:39]=4)=[CH:30][CH:31]=3)=[C:21]([CH2:22][CH2:23][CH3:24])[N:16]2[N:15]=1. The catalyst class is: 13. (4) Reactant: [CH2:1]([NH2:11])[CH2:2][CH2:3][CH2:4][CH2:5][CH2:6][CH2:7][CH2:8][CH2:9][CH3:10].[C:12](O)(=[O:20])[CH:13]([CH:15]([C:17](O)=[O:18])[OH:16])[OH:14]. Product: [CH2:1]([N:11]1[C:17](=[O:18])[CH:15]([OH:16])[CH:13]([OH:14])[C:12]1=[O:20])[CH2:2][CH2:3][CH2:4][CH2:5][CH2:6][CH2:7][CH2:8][CH2:9][CH3:10]. The catalyst class is: 11. (5) Product: [ClH:78].[CH:48]1([N:45]2[CH2:44][CH2:43][C:42]([S:51]([C:54]3[CH:55]=[CH:56][C:57]([C:60]4[CH:65]=[CH:64][C:63]([CH2:66][CH2:67][C:68]([F:74])([F:73])[C:69]([F:70])([F:71])[F:72])=[CH:62][CH:61]=4)=[CH:58][CH:59]=3)(=[O:53])=[O:52])([C:40]([NH:39][OH:38])=[O:41])[CH2:47][CH2:46]2)[CH2:49][CH2:50]1. The catalyst class is: 684. Reactant: ONC(=O)C(S(C1C=CC(C2C=CC(CCCC(F)(F)F)=CC=2)=CC=1)(=O)=O)CCOC.O1CCCCC1[O:38][NH:39][C:40]([C:42]1([S:51]([C:54]2[CH:59]=[CH:58][C:57]([C:60]3[CH:65]=[CH:64][C:63]([CH2:66][CH2:67][C:68]([F:74])([F:73])[C:69]([F:72])([F:71])[F:70])=[CH:62][CH:61]=3)=[CH:56][CH:55]=2)(=[O:53])=[O:52])[CH2:47][CH2:46][N:45]([CH:48]2[CH2:50][CH2:49]2)[CH2:44][CH2:43]1)=[O:41].C(O)C.[ClH:78]. (6) The catalyst class is: 160. Product: [C:13]([O:17][CH2:18][C:19]1[CH:24]=[CH:23][CH:22]=[CH:21][C:20]=1[CH2:2][C:3]1[CH:12]=[CH:11][C:6]([C:7]([O:9][CH3:10])=[O:8])=[CH:5][CH:4]=1)([CH3:16])([CH3:14])[CH3:15]. Reactant: Br[CH2:2][C:3]1[CH:12]=[CH:11][C:6]([C:7]([O:9][CH3:10])=[O:8])=[CH:5][CH:4]=1.[C:13]([O:17][CH2:18][C:19]1[CH:24]=[CH:23][CH:22]=[CH:21][C:20]=1B(O)O)([CH3:16])([CH3:15])[CH3:14].CC1(C)C2C=CC=C(P(C3C=CC=CC=3)C3C=CC=CC=3)C=2OC2C1=CC=CC=2P(C1C=CC=CC=1)C1C=CC=CC=1.C(=O)([O-])[O-].[Cs+].[Cs+]. (7) The catalyst class is: 112. Reactant: [NH2:1][C:2]1[CH:3]=[C:4]([C:11]([F:14])([F:13])[F:12])[CH:5]=[C:6]([N+:8]([O-:10])=[O:9])[CH:7]=1.C(N(CC)CC)C.[C:22](O[C:22]([O:24][C:25]([CH3:28])([CH3:27])[CH3:26])=[O:23])([O:24][C:25]([CH3:28])([CH3:27])[CH3:26])=[O:23]. Product: [N+:8]([C:6]1[CH:7]=[C:2]([NH:1][C:22](=[O:23])[O:24][C:25]([CH3:28])([CH3:27])[CH3:26])[CH:3]=[C:4]([C:11]([F:12])([F:13])[F:14])[CH:5]=1)([O-:10])=[O:9]. (8) Reactant: [N:1]1[C:10]2[C:5](=[CH:6][CH:7]=[CH:8][CH:9]=2)[C:4]([C:11]([OH:13])=O)=[CH:3][CH:2]=1.CN1CCOCC1.F[P-](F)(F)(F)(F)F.N1(O[P+](N(C)C)(N(C)C)N(C)C)C2C=CC=CC=2N=N1.[CH3:48][O:49][C:50]1[CH:51]=[C:52]([N:58]2[CH2:63][CH2:62][NH:61][CH2:60][CH2:59]2)[CH:53]=[C:54]([O:56][CH3:57])[CH:55]=1. Product: [CH3:48][O:49][C:50]1[CH:51]=[C:52]([N:58]2[CH2:59][CH2:60][N:61]([C:11]([C:4]3[C:5]4[C:10](=[CH:9][CH:8]=[CH:7][CH:6]=4)[N:1]=[CH:2][CH:3]=3)=[O:13])[CH2:62][CH2:63]2)[CH:53]=[C:54]([O:56][CH3:57])[CH:55]=1. The catalyst class is: 3.